Predict the product of the given reaction. From a dataset of Forward reaction prediction with 1.9M reactions from USPTO patents (1976-2016). (1) Given the reactants [CH3:1][CH2:2][CH2:3][CH2:4][N:5]1[CH:10]([C:11]([NH:13][C:14]2[C:15]([CH3:21])=[CH:16][CH:17]=[CH:18][C:19]=2[CH3:20])=[O:12])[CH2:9][CH2:8][CH2:7][CH2:6]1.Cl.OP([O-])(O)=O.OP([O-])([O-])=O.[Na+].[Na+].[Na+].[Cl-].[Cl-].[K+].[K+], predict the reaction product. The product is: [CH3:1][CH2:2][CH2:3][CH2:4][N:5]1[CH:10]([C:11]([NH:13][C:14]2[C:15]([CH3:21])=[CH:16][CH:17]=[CH:18][C:19]=2[CH3:20])=[O:12])[CH2:9][CH2:8][CH2:7][CH2:6]1. (2) Given the reactants [Cl:1][C:2]1[N:7]=[C:6]([C:8]2[S:12][C:11]([CH:13]([CH3:15])[CH3:14])=[N:10][C:9]=2[C:16]2[C:17]([F:23])=[C:18]([CH:20]=[CH:21][CH:22]=2)[NH2:19])[CH:5]=[CH:4][N:3]=1.[S:24]1[CH:28]=[CH:27][N:26]=[C:25]1[S:29](Cl)(=[O:31])=[O:30], predict the reaction product. The product is: [Cl:1][C:2]1[N:7]=[C:6]([C:8]2[S:12][C:11]([CH:13]([CH3:15])[CH3:14])=[N:10][C:9]=2[C:16]2[C:17]([F:23])=[C:18]([NH:19][S:29]([C:25]3[S:24][CH:28]=[CH:27][N:26]=3)(=[O:31])=[O:30])[CH:20]=[CH:21][CH:22]=2)[CH:5]=[CH:4][N:3]=1. (3) The product is: [Br:1][C:2]1[N:11]=[C:10]2[C:5]([CH:6]=[N:7][N:8]([CH2:17][C:16]3[CH:19]=[CH:20][CH:21]=[C:14]([Cl:13])[CH:15]=3)[C:9]2=[O:12])=[CH:4][CH:3]=1. Given the reactants [Br:1][C:2]1[N:11]=[C:10]2[C:5]([CH:6]=[N:7][N:8]=[C:9]2[OH:12])=[CH:4][CH:3]=1.[Cl:13][C:14]1[CH:15]=[C:16]([CH:19]=[CH:20][CH:21]=1)[CH2:17]Br.C(=O)([O-])[O-].[Cs+].[Cs+], predict the reaction product. (4) Given the reactants C([N:3]([CH2:6][CH3:7])[CH2:4]C)C.FC(F)(F)C([O-])=[O:11].[Cl:15][CH2:16][C@H:17]([OH:20])C[NH3+].ClC(Cl)(OC(=O)OC(Cl)(Cl)Cl)Cl.C(OCC)C, predict the reaction product. The product is: [Cl:15][CH2:16][CH:17]1[O:20][C:4](=[O:11])[NH:3][C@@H:6]1[CH3:7]. (5) Given the reactants Cl[C:2]1[N:7]=[CH:6][N:5]=[C:4]([N:8]2[CH2:13][CH2:12][N:11]([C:14]([O:16][C:17]([CH3:20])([CH3:19])[CH3:18])=[O:15])[CH2:10][CH2:9]2)[CH:3]=1.[C:21]1(B(O)O)[CH:26]=[CH:25][CH:24]=[CH:23][CH:22]=1.P([O-])([O-])([O-])=O.[K+].[K+].[K+], predict the reaction product. The product is: [C:21]1([C:2]2[N:7]=[CH:6][N:5]=[C:4]([N:8]3[CH2:13][CH2:12][N:11]([C:14]([O:16][C:17]([CH3:20])([CH3:19])[CH3:18])=[O:15])[CH2:10][CH2:9]3)[CH:3]=2)[CH:26]=[CH:25][CH:24]=[CH:23][CH:22]=1. (6) The product is: [Br:1][C:2]1[N:7]2[CH:8]=[CH:9][N:10]=[C:6]2[C:5]([NH:11][C:12]2[CH:13]=[CH:14][C:15]([C:16]([NH:26][CH2:25][CH2:24][N:23]([CH2:27][CH3:28])[CH2:21][CH3:22])=[O:18])=[CH:19][CH:20]=2)=[N:4][CH:3]=1. Given the reactants [Br:1][C:2]1[N:7]2[CH:8]=[CH:9][N:10]=[C:6]2[C:5]([NH:11][C:12]2[CH:20]=[CH:19][C:15]([C:16]([OH:18])=O)=[CH:14][CH:13]=2)=[N:4][CH:3]=1.[CH2:21]([N:23]([CH2:27][CH3:28])[CH2:24][CH2:25][NH2:26])[CH3:22].CCN(C(C)C)C(C)C.F[P-](F)(F)(F)(F)F.N1(OC(N(C)C)=[N+](C)C)C2N=CC=CC=2N=N1, predict the reaction product.